This data is from Catalyst prediction with 721,799 reactions and 888 catalyst types from USPTO. The task is: Predict which catalyst facilitates the given reaction. (1) Reactant: [CH3:1][C:2]1[CH:3]=[CH:4][C:5](=[O:9])[NH:6][C:7]=1[CH3:8].[N+:10]([O-])([OH:12])=[O:11]. Product: [CH3:1][C:2]1[CH:3]=[C:4]([N+:10]([O-:12])=[O:11])[C:5](=[O:9])[NH:6][C:7]=1[CH3:8]. The catalyst class is: 65. (2) Reactant: [Si:1](Cl)([C:4]([CH3:7])([CH3:6])[CH3:5])([CH3:3])[CH3:2].[Cl:9][C:10]1[N:11]=[CH:12][C:13]2[C:18]([I:19])=[CH:17][N:16]([C:20]([CH3:24])([CH3:23])[CH2:21][OH:22])[C:14]=2[N:15]=1.N1C=CN=C1.C(=O)(O)[O-].[Na+]. Product: [Si:1]([O:22][CH2:21][C:20]([N:16]1[C:14]2[N:15]=[C:10]([Cl:9])[N:11]=[CH:12][C:13]=2[C:18]([I:19])=[CH:17]1)([CH3:24])[CH3:23])([C:4]([CH3:7])([CH3:6])[CH3:5])([CH3:3])[CH3:2]. The catalyst class is: 3. (3) Reactant: [NH2:1][CH2:2][C:3]1([NH:12]P(C2C=CC=CC=2)(C2C=CC=CC=2)=O)[C:11]2[C:6](=[CH:7][CH:8]=[CH:9][CH:10]=2)[CH2:5][CH2:4]1. Product: [NH2:1][CH2:2][C:3]1([NH2:12])[C:11]2[C:6](=[CH:7][CH:8]=[CH:9][CH:10]=2)[CH2:5][CH2:4]1. The catalyst class is: 89. (4) Reactant: [C:1]([O:5][C:6]([N:8]1[CH2:16][C:15]2[C:10](=[CH:11][CH:12]=[C:13](B3OC(C)(C)C(C)(C)O3)[CH:14]=2)[CH2:9]1)=[O:7])([CH3:4])([CH3:3])[CH3:2].C(=O)([O-])[O-].[K+].[K+].I[C:33]1[S:34][CH:35]=[C:36]([CH3:38])[N:37]=1. Product: [C:1]([O:5][C:6]([N:8]1[CH2:16][C:15]2[C:10](=[CH:11][CH:12]=[C:13]([C:33]3[S:34][CH:35]=[C:36]([CH3:38])[N:37]=3)[CH:14]=2)[CH2:9]1)=[O:7])([CH3:2])([CH3:3])[CH3:4]. The catalyst class is: 3.